This data is from NCI-60 drug combinations with 297,098 pairs across 59 cell lines. The task is: Regression. Given two drug SMILES strings and cell line genomic features, predict the synergy score measuring deviation from expected non-interaction effect. (1) Drug 1: CN1CCC(CC1)COC2=C(C=C3C(=C2)N=CN=C3NC4=C(C=C(C=C4)Br)F)OC. Drug 2: CCN(CC)CCCC(C)NC1=C2C=C(C=CC2=NC3=C1C=CC(=C3)Cl)OC. Cell line: MOLT-4. Synergy scores: CSS=56.5, Synergy_ZIP=9.06, Synergy_Bliss=12.1, Synergy_Loewe=1.69, Synergy_HSA=12.5. (2) Drug 1: C1CN(P(=O)(OC1)NCCCl)CCCl. Drug 2: CC1CCCC2(C(O2)CC(NC(=O)CC(C(C(=O)C(C1O)C)(C)C)O)C(=CC3=CSC(=N3)C)C)C. Cell line: T-47D. Synergy scores: CSS=54.3, Synergy_ZIP=8.09, Synergy_Bliss=6.42, Synergy_Loewe=-24.2, Synergy_HSA=3.36. (3) Drug 1: C1=C(C(=O)NC(=O)N1)F. Drug 2: CC1=C(N=C(N=C1N)C(CC(=O)N)NCC(C(=O)N)N)C(=O)NC(C(C2=CN=CN2)OC3C(C(C(C(O3)CO)O)O)OC4C(C(C(C(O4)CO)O)OC(=O)N)O)C(=O)NC(C)C(C(C)C(=O)NC(C(C)O)C(=O)NCCC5=NC(=CS5)C6=NC(=CS6)C(=O)NCCC[S+](C)C)O. Cell line: HCT-15. Synergy scores: CSS=47.5, Synergy_ZIP=0.414, Synergy_Bliss=-0.0314, Synergy_Loewe=1.68, Synergy_HSA=2.70. (4) Drug 1: CC1=C2C(C(=O)C3(C(CC4C(C3C(C(C2(C)C)(CC1OC(=O)C(C(C5=CC=CC=C5)NC(=O)C6=CC=CC=C6)O)O)OC(=O)C7=CC=CC=C7)(CO4)OC(=O)C)O)C)OC(=O)C. Drug 2: C(CN)CNCCSP(=O)(O)O. Cell line: SK-OV-3. Synergy scores: CSS=38.9, Synergy_ZIP=5.79, Synergy_Bliss=8.66, Synergy_Loewe=-12.6, Synergy_HSA=7.31. (5) Drug 1: C1=C(C(=O)NC(=O)N1)F. Drug 2: CCCCC(=O)OCC(=O)C1(CC(C2=C(C1)C(=C3C(=C2O)C(=O)C4=C(C3=O)C=CC=C4OC)O)OC5CC(C(C(O5)C)O)NC(=O)C(F)(F)F)O. Cell line: ACHN. Synergy scores: CSS=37.1, Synergy_ZIP=1.38, Synergy_Bliss=-0.327, Synergy_Loewe=1.39, Synergy_HSA=1.57. (6) Drug 1: CC12CCC3C(C1CCC2O)C(CC4=C3C=CC(=C4)O)CCCCCCCCCS(=O)CCCC(C(F)(F)F)(F)F. Drug 2: C1=CN(C=N1)CC(O)(P(=O)(O)O)P(=O)(O)O. Cell line: A498. Synergy scores: CSS=-0.0140, Synergy_ZIP=-1.82, Synergy_Bliss=-3.58, Synergy_Loewe=-2.83, Synergy_HSA=-2.76.